From a dataset of Full USPTO retrosynthesis dataset with 1.9M reactions from patents (1976-2016). Predict the reactants needed to synthesize the given product. (1) Given the product [C:1]([C:4]1[O:8][N:7]=[C:6]([C:9]([NH:12][CH2:13][C@H:14]([N:16]2[CH:20]=[CH:19][C:18]([C:21]3[CH:28]=[CH:27][C:24]([C:25]#[N:26])=[C:23]([Cl:29])[CH:22]=3)=[N:17]2)[CH3:15])=[O:11])[CH:5]=1)(=[O:3])[CH3:2], predict the reactants needed to synthesize it. The reactants are: [C:1]([C:4]1[O:8][N:7]=[C:6]([C:9]([OH:11])=O)[CH:5]=1)(=[O:3])[CH3:2].[NH2:12][CH2:13][C@H:14]([N:16]1[CH:20]=[CH:19][C:18]([C:21]2[CH:28]=[CH:27][C:24]([C:25]#[N:26])=[C:23]([Cl:29])[CH:22]=2)=[N:17]1)[CH3:15]. (2) Given the product [CH3:16][N:11]1[C:10]2[CH:12]=[CH:13][CH:14]=[CH:15][C:9]=2[N:8]=[C:7]1[C:1]1[CH:2]=[CH:3][CH:4]=[CH:5][CH:6]=1, predict the reactants needed to synthesize it. The reactants are: [C:1]1([C:7]2[NH:8][C:9]3[CH:15]=[CH:14][CH:13]=[CH:12][C:10]=3[N:11]=2)[CH:6]=[CH:5][CH:4]=[CH:3][CH:2]=1.[CH2:16]1CCN2C(=NCCC2)CC1. (3) Given the product [C:6]([O:10][C:11]([N:13]1[CH2:18][CH2:17][CH:16]([N:19]([CH2:20][C:21]2[CH:26]=[CH:25][C:24]([F:27])=[CH:23][C:22]=2[C:28]([F:30])([F:31])[F:29])[CH2:4][C:2]([OH:5])([CH3:3])[CH3:1])[CH2:15][CH2:14]1)=[O:12])([CH3:9])([CH3:7])[CH3:8], predict the reactants needed to synthesize it. The reactants are: [CH3:1][C:2]1([O:5][CH2:4]1)[CH3:3].[C:6]([O:10][C:11]([N:13]1[CH2:18][CH2:17][CH:16]([NH:19][CH2:20][C:21]2[CH:26]=[CH:25][C:24]([F:27])=[CH:23][C:22]=2[C:28]([F:31])([F:30])[F:29])[CH2:15][CH2:14]1)=[O:12])([CH3:9])([CH3:8])[CH3:7].C([O-])(O)=O.[Na+]. (4) Given the product [Cl:31][C:28]1[CH:27]=[CH:26][C:25]([CH2:24][O:23][C:20]2[CH:19]=[CH:18][C:17]([CH2:16][S:15][C:12]3[CH:13]=[CH:14][C:6]([O:5][CH2:4][C:3]([OH:32])=[O:2])=[C:7]4[C:11]=3[CH2:10][CH2:9][CH2:8]4)=[CH:22][CH:21]=2)=[CH:30][CH:29]=1, predict the reactants needed to synthesize it. The reactants are: C[O:2][C:3](=[O:32])[CH2:4][O:5][C:6]1[CH:14]=[CH:13][C:12]([S:15][CH2:16][C:17]2[CH:22]=[CH:21][C:20]([O:23][CH2:24][C:25]3[CH:30]=[CH:29][C:28]([Cl:31])=[CH:27][CH:26]=3)=[CH:19][CH:18]=2)=[C:11]2[C:7]=1[CH2:8][CH2:9][CH2:10]2.[K+].[Br-]. (5) Given the product [NH2:34][C:15]1[N:14]=[C:13]([C:12]2[S:11][C:10]([C:20]([CH3:22])([CH3:23])[CH3:21])=[N:9][C:8]=2[C:7]2[C:2]([Cl:1])=[C:3]([NH:24][S:25]([C:28]3[CH:32]=[CH:31][O:30][CH:29]=3)(=[O:27])=[O:26])[CH:4]=[CH:5][CH:6]=2)[CH:18]=[CH:17][N:16]=1, predict the reactants needed to synthesize it. The reactants are: [Cl:1][C:2]1[C:7]([C:8]2[N:9]=[C:10]([C:20]([CH3:23])([CH3:22])[CH3:21])[S:11][C:12]=2[C:13]2[CH:18]=[CH:17][N:16]=[C:15](Cl)[N:14]=2)=[CH:6][CH:5]=[CH:4][C:3]=1[NH:24][S:25]([C:28]1[CH:32]=[CH:31][O:30][CH:29]=1)(=[O:27])=[O:26].[OH-].[NH4+:34]. (6) Given the product [CH3:1][O:2][CH2:3][CH2:4][CH2:5][O:6][C:7]([N:14]1[CH2:15][CH2:47][C:48]2[C:17](=[CH:42][CH:41]=[C:40]([C:38](=[O:39])[NH:37][O:36][CH:31]3[CH2:32][CH2:33][CH2:34][CH2:35][O:30]3)[CH:49]=2)[CH2:18]1)=[O:8], predict the reactants needed to synthesize it. The reactants are: [CH3:1][O:2][CH2:3][CH2:4][CH2:5][OH:6].[C:7]([N:14]1[CH:18]=[CH:17]N=[CH:15]1)(N1C=CN=C1)=[O:8].C1(C)C=CC(S(O)(=O)=O)=CC=1.[O:30]1[CH2:35][CH2:34][CH2:33][CH2:32][CH:31]1[O:36][NH:37][C:38]([C:40]1[CH:41]=[C:42]2[C:47](=[CH:48][CH:49]=1)CNCC2)=[O:39]. (7) Given the product [Na+:1].[Cl:13][C:4]1[CH:5]=[C:6]([S:9]([O-:12])(=[O:10])=[O:11])[CH:7]=[CH:8][C:3]=1[O:2][S:17]([CH3:16])(=[O:19])=[O:18], predict the reactants needed to synthesize it. The reactants are: [Na+:1].[OH:2][C:3]1[CH:8]=[CH:7][C:6]([S:9]([O-:12])(=[O:11])=[O:10])=[CH:5][C:4]=1[Cl:13].[OH-].[Na+].[CH3:16][S:17](Cl)(=[O:19])=[O:18]. (8) Given the product [CH3:3][O:4][C:5]1[C:6]([CH3:21])=[CH:7][C:8]([C:15]2[N:16]=[CH:17][CH:18]=[CH:19][N:20]=2)=[C:9]([CH:14]=1)[C:10]([OH:12])=[O:11], predict the reactants needed to synthesize it. The reactants are: [OH-].[Na+].[CH3:3][O:4][C:5]1[C:6]([CH3:21])=[CH:7][C:8]([C:15]2[N:20]=[CH:19][CH:18]=[CH:17][N:16]=2)=[C:9]([CH:14]=1)[C:10]([O:12]C)=[O:11].Cl. (9) Given the product [Cl:8][C:4]1[CH:5]=[CH:6][CH:7]=[C:2]([Cl:1])[C:3]=1[CH:9]1[C:14]([C:15]([O:17][CH3:18])=[O:16])=[C:13]([CH2:19][CH2:20][C:21]2[S:22][CH:23]=[CH:24][N:25]=2)[NH:12][C:11]([CH2:26][C:27]([N:48]2[CH2:47][CH2:46][N:45]([CH:40]3[CH2:41][CH:42]4[C:37]([OH:51])([CH:34]([CH3:35])[CH3:36])[CH:38]([CH2:44][CH2:43]4)[CH2:39]3)[CH2:50][CH2:49]2)=[O:28])=[C:10]1[C:30]([O:32][CH3:33])=[O:31], predict the reactants needed to synthesize it. The reactants are: [Cl:1][C:2]1[CH:7]=[CH:6][CH:5]=[C:4]([Cl:8])[C:3]=1[CH:9]1[C:14]([C:15]([O:17][CH3:18])=[O:16])=[C:13]([CH2:19][CH2:20][C:21]2[S:22][CH:23]=[CH:24][N:25]=2)[NH:12][C:11]([CH2:26][C:27](O)=[O:28])=[C:10]1[C:30]([O:32][CH3:33])=[O:31].[CH:34]([C:37]1([OH:51])[CH:42]2[CH2:43][CH2:44][CH:38]1[CH2:39][CH:40]([N:45]1[CH2:50][CH2:49][NH:48][CH2:47][CH2:46]1)[CH2:41]2)([CH3:36])[CH3:35].